From a dataset of Retrosynthesis with 50K atom-mapped reactions and 10 reaction types from USPTO. Predict the reactants needed to synthesize the given product. Given the product C#COc1ccccc1C(=O)NCC1(c2ccccc2)CCC(C(=O)O)CC1, predict the reactants needed to synthesize it. The reactants are: C#COc1ccccc1C(=O)NCC1(c2ccccc2)CCC(C(=O)OC)CC1.